Dataset: Full USPTO retrosynthesis dataset with 1.9M reactions from patents (1976-2016). Task: Predict the reactants needed to synthesize the given product. Given the product [Cl:18][C:19]1[CH:20]=[CH:21][C:22]([C:25]2[CH:26]=[CH:27][C:28]([C:31]#[C:32][C:2]3[CH:17]=[CH:16][C:5]([O:6][CH2:7][CH2:8][NH:9][C:10]4[CH:15]=[CH:14][N:13]=[CH:12][CH:11]=4)=[CH:4][CH:3]=3)=[N:29][CH:30]=2)=[CH:23][CH:24]=1, predict the reactants needed to synthesize it. The reactants are: I[C:2]1[CH:17]=[CH:16][C:5]([O:6][CH2:7][CH2:8][NH:9][C:10]2[CH:15]=[CH:14][N:13]=[CH:12][CH:11]=2)=[CH:4][CH:3]=1.[Cl:18][C:19]1[CH:24]=[CH:23][C:22]([C:25]2[CH:26]=[CH:27][C:28]([C:31]#[CH:32])=[N:29][CH:30]=2)=[CH:21][CH:20]=1.